From a dataset of Forward reaction prediction with 1.9M reactions from USPTO patents (1976-2016). Predict the product of the given reaction. (1) Given the reactants [F:1][C:2]1[CH:7]=[CH:6][CH:5]=[CH:4][C:3]=1[C:8]1[CH:12]=[C:11]([CH2:13][OH:14])[O:10][N:9]=1.[Cr](Cl)([O-])(=O)=O.[NH+]1C=CC=CC=1, predict the reaction product. The product is: [F:1][C:2]1[CH:7]=[CH:6][CH:5]=[CH:4][C:3]=1[C:8]1[CH:12]=[C:11]([CH:13]=[O:14])[O:10][N:9]=1. (2) Given the reactants CC1(C)[C@@H]2CC[C@@]1(CS(O)(=O)=O)C(=O)C2.[Br:16][C:17]1[CH:18]=[C:19]2[C:23](=[CH:24][CH:25]=1)[CH2:22][C@@H:21]([NH2:26])[CH2:20]2.C(=O)([O-])[O-].[K+].[K+].Cl[C:34]([O:36][CH2:37][C:38]1[CH:43]=[CH:42][CH:41]=[CH:40][CH:39]=1)=[O:35], predict the reaction product. The product is: [Br:16][C:17]1[CH:18]=[C:19]2[C:23](=[CH:24][CH:25]=1)[CH2:22][C@@H:21]([NH:26][C:34](=[O:35])[O:36][CH2:37][C:38]1[CH:43]=[CH:42][CH:41]=[CH:40][CH:39]=1)[CH2:20]2.